This data is from Reaction yield outcomes from USPTO patents with 853,638 reactions. The task is: Predict the reaction yield, written as a fraction of the theoretical maximum amount of product (1.0 means a 100% yield; for example, 0.34 means a 34% yield). The reactants are C1C=C(Cl)C=C(C(OO)=[O:9])C=1.[Cl:12][C:13]1[CH:14]=[C:15]([CH:34]=[C:35]([C:37]([F:40])([F:39])[F:38])[CH:36]=1)[C:16]([NH:18][CH2:19][C:20]1[CH:25]=[C:24]([Cl:26])[CH:23]=[CH:22][C:21]=1[S:27][C:28]1[CH:33]=[CH:32][CH:31]=[CH:30][CH:29]=1)=[O:17]. The catalyst is CCOC(C)=O. The product is [C:28]1([S:27]([C:21]2[CH:22]=[CH:23][C:24]([Cl:26])=[CH:25][C:20]=2[CH2:19][NH:18][C:16](=[O:17])[C:15]2[CH:34]=[C:35]([C:37]([F:39])([F:40])[F:38])[CH:36]=[C:13]([Cl:12])[CH:14]=2)=[O:9])[CH:29]=[CH:30][CH:31]=[CH:32][CH:33]=1. The yield is 0.590.